From a dataset of Forward reaction prediction with 1.9M reactions from USPTO patents (1976-2016). Predict the product of the given reaction. Given the reactants [CH:1]1([NH:4][C:5](=[O:32])[C:6]2[CH:11]=[C:10]([N:12]3[CH:17]=[CH:16][N:15]=[C:14]([NH:18][C:19]4([C:22]5[CH:27]=[CH:26][CH:25]=[CH:24][C:23]=5[OH:28])[CH2:21][CH2:20]4)[C:13]3=[O:29])[C:9]([CH3:30])=[C:8]([F:31])[CH:7]=2)[CH2:3][CH2:2]1.Br[CH2:34][CH2:35][Cl:36].C(=O)([O-])[O-].[Cs+].[Cs+], predict the reaction product. The product is: [Cl:36][CH2:35][CH2:34][O:28][C:23]1[CH:24]=[CH:25][CH:26]=[CH:27][C:22]=1[C:19]1([NH:18][C:14]2[C:13](=[O:29])[N:12]([C:10]3[CH:11]=[C:6]([CH:7]=[C:8]([F:31])[C:9]=3[CH3:30])[C:5]([NH:4][CH:1]3[CH2:2][CH2:3]3)=[O:32])[CH:17]=[CH:16][N:15]=2)[CH2:21][CH2:20]1.